From a dataset of Forward reaction prediction with 1.9M reactions from USPTO patents (1976-2016). Predict the product of the given reaction. (1) Given the reactants BrCCO[Si](C(C)(C)C)(C)C.C([O-])([O-])=O.[Na+].[Na+].[Si]([O:25][CH2:26][CH2:27][N:28]([C:33]1[C:52]([C:53]2[CH:54]=[C:55]([CH:61]=[CH:62][CH:63]=2)[C:56]([O:58]CC)=[O:57])=[CH:51][C:36]2[C:37]([C:47](=[O:50])[NH:48][CH3:49])=[C:38]([C:40]3[CH:45]=[CH:44][C:43]([F:46])=[CH:42][CH:41]=3)[O:39][C:35]=2[CH:34]=1)[S:29]([CH3:32])(=[O:31])=[O:30])(C(C)(C)C)(C)C.[OH-].[Na+], predict the reaction product. The product is: [F:46][C:43]1[CH:44]=[CH:45][C:40]([C:38]2[O:39][C:35]3[CH:34]=[C:33]([N:28]([CH2:27][CH2:26][OH:25])[S:29]([CH3:32])(=[O:31])=[O:30])[C:52]([C:53]4[CH:54]=[C:55]([CH:61]=[CH:62][CH:63]=4)[C:56]([OH:58])=[O:57])=[CH:51][C:36]=3[C:37]=2[C:47](=[O:50])[NH:48][CH3:49])=[CH:41][CH:42]=1. (2) Given the reactants [Cl:1][C:2]1[CH:7]=[C:6]([Cl:8])[CH:5]=[CH:4][C:3]=1[C:9]1[O:13][C:12]([SH:14])=[N:11][N:10]=1.C(=O)([O-])[O-].[K+].[K+].Br[CH2:22][CH2:23][C:24]([O:26][CH2:27][CH3:28])=[O:25].C(OCC)(=O)C, predict the reaction product. The product is: [Cl:1][C:2]1[CH:7]=[C:6]([Cl:8])[CH:5]=[CH:4][C:3]=1[C:9]1[O:13][C:12]([S:14][CH2:22][CH2:23][C:24]([O:26][CH2:27][CH3:28])=[O:25])=[N:11][N:10]=1. (3) Given the reactants Br/[C:2](/[Si:12]([CH3:15])([CH3:14])[CH3:13])=[C:3](/[C:6]1[CH:11]=[CH:10][CH:9]=[CH:8][CH:7]=1)\[CH2:4][CH3:5].[F:16][C:17]1[CH:22]=[CH:21][C:20](B(O)O)=[CH:19][CH:18]=1.C(=O)([O-])[O-].[Na+].[Na+], predict the reaction product. The product is: [F:16][C:17]1[CH:22]=[CH:21][C:20](/[C:2](/[Si:12]([CH3:15])([CH3:14])[CH3:13])=[C:3](/[C:6]2[CH:11]=[CH:10][CH:9]=[CH:8][CH:7]=2)\[CH2:4][CH3:5])=[CH:19][CH:18]=1. (4) Given the reactants C(Cl)(=O)C(Cl)=O.CSC.[Cl:10][C:11]1[CH:21]=[C:20]([C:22]([NH:24][CH2:25][CH:26]([OH:28])[CH3:27])=[O:23])[CH:19]=[CH:18][C:12]=1[C:13]([O:15][CH2:16][CH3:17])=[O:14].C(N(CC)CC)C, predict the reaction product. The product is: [Cl:10][C:11]1[CH:21]=[C:20]([C:22]([NH:24][CH2:25][C:26](=[O:28])[CH3:27])=[O:23])[CH:19]=[CH:18][C:12]=1[C:13]([O:15][CH2:16][CH3:17])=[O:14]. (5) Given the reactants [Br-:1].[Br-].[CH3:3][C:4]1[CH:9]=[CH:8][N+:7]([CH2:10][CH2:11][CH2:12][N+:13]([CH3:16])([CH3:15])[CH3:14])=[CH:6][CH:5]=1.[CH2:17]([N:21]([CH2:30][CH2:31][CH2:32][CH3:33])[C:22]1[CH:29]=[CH:28][C:25]([CH:26]=O)=[CH:24][CH:23]=1)[CH2:18][CH2:19][CH3:20], predict the reaction product. The product is: [Br-:1].[Br-:1].[CH2:17]([N:21]([CH2:30][CH2:31][CH2:32][CH3:33])[C:22]1[CH:23]=[CH:24][C:25](/[CH:26]=[CH:3]/[C:4]2[CH:5]=[CH:6][N+:7]([CH2:10][CH2:11][CH2:12][N+:13]([CH3:14])([CH3:16])[CH3:15])=[CH:8][CH:9]=2)=[CH:28][CH:29]=1)[CH2:18][CH2:19][CH3:20]. (6) Given the reactants CS(O[CH2:6][C@H:7]1[CH2:12][CH2:11][C@H:10]([NH:13][C:14]2[C:23]3[C:18](=[CH:19][CH:20]=[C:21]([Br:24])[CH:22]=3)[N:17]=[CH:16][C:15]=2[C:25]([CH:27]2[CH2:29][CH2:28]2)=[O:26])[CH2:9][CH2:8]1)(=O)=O.[CH3:30][NH2:31], predict the reaction product. The product is: [Br:24][C:21]1[CH:22]=[C:23]2[C:18](=[CH:19][CH:20]=1)[N:17]=[CH:16][C:15]([C:25]([CH:27]1[CH2:28][CH2:29]1)=[O:26])=[C:14]2[NH:13][C@H:10]1[CH2:11][CH2:12][C@H:7]([CH2:6][NH:31][CH3:30])[CH2:8][CH2:9]1. (7) Given the reactants [N:1]1[C:10]2[C:5](=[CH:6][CH:7]=[CH:8][CH:9]=2)[CH:4]=[CH:3][CH:2]=1.[CH:11]1(C(O)=O)[CH2:16][CH2:15][CH2:14][CH2:13][CH2:12]1.S(OOS([O-])(=O)=O)([O-])(=O)=O.[NH4+].[NH4+].FC(F)(F)C(O)=O.[OH-].[Na+], predict the reaction product. The product is: [CH:11]1([C:2]2[CH:3]=[CH:4][C:5]3[C:10](=[CH:9][CH:8]=[CH:7][CH:6]=3)[N:1]=2)[CH2:16][CH2:15][CH2:14][CH2:13][CH2:12]1. (8) Given the reactants [CH2:1]([O:8][C:9]1[CH:16]=[CH:15][C:14]([Cl:17])=[CH:13][C:10]=1[CH2:11]Cl)[C:2]1[CH:7]=[CH:6][CH:5]=[CH:4][CH:3]=1.[CH2:18]([O:20][P:21]([O:25]CC)[O:22][CH2:23][CH3:24])[CH3:19], predict the reaction product. The product is: [CH2:18]([O:20][P:21]([CH2:11][C:10]1[CH:13]=[C:14]([Cl:17])[CH:15]=[CH:16][C:9]=1[O:8][CH2:1][C:2]1[CH:7]=[CH:6][CH:5]=[CH:4][CH:3]=1)(=[O:25])[O:22][CH2:23][CH3:24])[CH3:19]. (9) The product is: [OH:1][C:2]([C:27]1[NH:31][C:30]2[CH:32]=[CH:33][C:34]([C:36]#[N:37])=[CH:35][C:29]=2[N:28]=1)([C:4]1[C:12]([CH:13]([CH3:15])[CH3:14])=[CH:11][C:10]([CH3:16])=[C:9]2[C:5]=1[CH:6]=[CH:7][NH:8]2)[CH3:3]. Given the reactants [OH:1][C:2]([C:27]1[NH:31][C:30]2[CH:32]=[CH:33][C:34]([C:36]#[N:37])=[CH:35][C:29]=2[N:28]=1)([C:4]1[C:12]([CH:13]([CH3:15])[CH3:14])=[CH:11][C:10]([CH3:16])=[C:9]2[C:5]=1[CH:6]=[CH:7][N:8]2S(C1C=CC(C)=CC=1)(=O)=O)[CH3:3].OC(C1NC2C=CC(C#N)=CC=2N=1)(C1C(CCC)=CC(C)=C2C=1C=CN2S(C1C=CC(C)=CC=1)(=O)=O)C.C(N)CC(C)C.[OH-].[K+], predict the reaction product.